Dataset: Full USPTO retrosynthesis dataset with 1.9M reactions from patents (1976-2016). Task: Predict the reactants needed to synthesize the given product. (1) Given the product [F:1][C:2]([F:6])([F:5])[CH2:3][O:4][S:20]([C:17]1[CH:18]=[CH:19][C:14]([CH3:24])=[CH:15][CH:16]=1)(=[O:22])=[O:21], predict the reactants needed to synthesize it. The reactants are: [F:1][C:2]([F:6])([F:5])[CH2:3][OH:4].C(N(CC)CC)C.[C:14]1([CH3:24])[CH:19]=[CH:18][C:17]([S:20](Cl)(=[O:22])=[O:21])=[CH:16][CH:15]=1. (2) The reactants are: [F:1][C:2]1[CH:3]=[C:4]([CH2:11][N:12]2[CH2:17][CH2:16][N:15]([C:18]([O:20][C:21]([CH3:24])([CH3:23])[CH3:22])=[O:19])[C@@H:14]([CH3:25])[CH2:13]2)[CH:5]=[CH:6][C:7]=1[N+:8]([O-])=O.NC1C=CC(CN2CCN(C(OC(C)(C)C)=O)[C@@H](C)C2)=CC=1.[OH-].[K+]. Given the product [NH2:8][C:7]1[CH:6]=[CH:5][C:4]([CH2:11][N:12]2[CH2:17][CH2:16][N:15]([C:18]([O:20][C:21]([CH3:23])([CH3:22])[CH3:24])=[O:19])[C@@H:14]([CH3:25])[CH2:13]2)=[CH:3][C:2]=1[F:1], predict the reactants needed to synthesize it. (3) The reactants are: [CH:1]1([C:7]2([CH:17]3[CH2:22][CH2:21][CH2:20][CH2:19][CH2:18]3)[CH:11]3[CH2:12][NH:13][CH2:14][CH2:15][N:10]3[C:9](=[O:16])[O:8]2)[CH2:6][CH2:5][CH2:4][CH2:3][CH2:2]1.[F:23][C:24]1[CH:29]=[C:28]([F:30])[CH:27]=[CH:26][C:25]=1[N:31]=[C:32]=[O:33]. Given the product [CH:17]1([C:7]2([CH:1]3[CH2:6][CH2:5][CH2:4][CH2:3][CH2:2]3)[CH:11]3[CH2:12][N:13]([C:32]([NH:31][C:25]4[CH:26]=[CH:27][C:28]([F:30])=[CH:29][C:24]=4[F:23])=[O:33])[CH2:14][CH2:15][N:10]3[C:9](=[O:16])[O:8]2)[CH2:18][CH2:19][CH2:20][CH2:21][CH2:22]1, predict the reactants needed to synthesize it.